Dataset: Reaction yield outcomes from USPTO patents with 853,638 reactions. Task: Predict the reaction yield, written as a fraction of the theoretical maximum amount of product (1.0 means a 100% yield; for example, 0.34 means a 34% yield). (1) The reactants are [CH2:1]([C:6]1[CH:38]=[CH:37][C:9]([CH2:10][N:11]([C:23](=[O:36])[CH:24]=[CH:25][C:26]2[CH:31]=[CH:30][C:29]([C:32]([F:35])([F:34])[F:33])=[CH:28][CH:27]=2)[C@@H:12]([CH2:16][C:17]2[CH:22]=[CH:21][CH:20]=[CH:19][CH:18]=2)[C:13](O)=[O:14])=[CH:8][CH:7]=1)[CH2:2][CH2:3][CH2:4][CH3:5].CN(C(ON1N=NC2C=CC=CC1=2)=[N+](C)C)C.[B-](F)(F)(F)F.CCN(C(C)C)C(C)C.Br.[C:71]([N:88]1[CH2:93][CH2:92][NH:91][CH2:90][CH2:89]1)([O:73][CH2:74][CH:75]1[C:87]2[C:82](=[CH:83][CH:84]=[CH:85][CH:86]=2)[C:81]2[C:76]1=[CH:77][CH:78]=[CH:79][CH:80]=2)=[O:72]. The catalyst is C(#N)C. The product is [CH:86]1[C:87]2[CH:75]([CH2:74][O:73][C:71]([N:88]3[CH2:89][CH2:90][N:91]([C:13](=[O:14])[C@@H:12]([N:11]([CH2:10][C:9]4[CH:37]=[CH:38][C:6]([CH2:1][CH2:2][CH2:3][CH2:4][CH3:5])=[CH:7][CH:8]=4)[C:23](=[O:36])[CH:24]=[CH:25][C:26]4[CH:31]=[CH:30][C:29]([C:32]([F:34])([F:35])[F:33])=[CH:28][CH:27]=4)[CH2:16][C:17]4[CH:22]=[CH:21][CH:20]=[CH:19][CH:18]=4)[CH2:92][CH2:93]3)=[O:72])[C:76]3[C:81](=[CH:80][CH:79]=[CH:78][CH:77]=3)[C:82]=2[CH:83]=[CH:84][CH:85]=1. The yield is 0.750. (2) The catalyst is CO.C(Cl)Cl. The yield is 0.500. The reactants are [C:1](O)(=O)C.C=O.[Cl:7][C:8]1[CH:13]=[CH:12][C:11]([C:14]2[S:38][C:17]3[C:18](=[O:37])[N:19]([C:22]4[CH:27]=[CH:26][C:25]([C:28]([CH:30]5[CH2:34][CH2:33][NH:32][CH2:31]5)=[O:29])=[C:24]([O:35][CH3:36])[CH:23]=4)[CH:20]=[CH:21][C:16]=3[CH:15]=2)=[CH:10][CH:9]=1.FC(F)(F)C(O)=O.C(O[BH-](OC(=O)C)OC(=O)C)(=O)C.[Na+].Cl.CCOCC. The product is [ClH:7].[Cl:7][C:8]1[CH:13]=[CH:12][C:11]([C:14]2[S:38][C:17]3[C:18](=[O:37])[N:19]([C:22]4[CH:27]=[CH:26][C:25]([C:28]([CH:30]5[CH2:34][CH2:33][N:32]([CH3:1])[CH2:31]5)=[O:29])=[C:24]([O:35][CH3:36])[CH:23]=4)[CH:20]=[CH:21][C:16]=3[CH:15]=2)=[CH:10][CH:9]=1. (3) The reactants are [O:1]=[C:2]1[C:11]2[CH:10]=[C:9]([O:12][CH:13]([CH3:15])[CH3:14])[CH:8]=[C:7]([C:16]([O:18]C)=[O:17])[C:6]=2[CH2:5][CH2:4][NH:3]1.[OH-].[Na+]. The catalyst is CO. The product is [O:1]=[C:2]1[C:11]2[CH:10]=[C:9]([O:12][CH:13]([CH3:14])[CH3:15])[CH:8]=[C:7]([C:16]([OH:18])=[O:17])[C:6]=2[CH2:5][CH2:4][NH:3]1. The yield is 0.970.